Dataset: Full USPTO retrosynthesis dataset with 1.9M reactions from patents (1976-2016). Task: Predict the reactants needed to synthesize the given product. (1) Given the product [Cl:1][C:2]1=[N:3][C:4]2[CH:16]=[C:15]([C:17]([NH:31][CH2:30][CH2:29][C:28]([F:33])([F:32])[F:27])=[O:18])[CH:14]=[CH:13][C:5]=2[S:6][C:7]2[CH:12]=[CH:11][CH:10]=[CH:9][C:8]1=2, predict the reactants needed to synthesize it. The reactants are: [Cl:1][C:2]1=[N:3][C:4]2[CH:16]=[C:15]([C:17](Cl)=[O:18])[CH:14]=[CH:13][C:5]=2[S:6][C:7]2[CH:12]=[CH:11][CH:10]=[CH:9][C:8]1=2.C(N(CC)CC)C.[F:27][C:28]([F:33])([F:32])[CH2:29][CH2:30][NH2:31]. (2) Given the product [I:1][C:2]1[C:7]([CH2:8][OH:9])=[C:6]([CH3:13])[N:5]=[C:4]2[N:14]([CH3:17])[CH:15]=[CH:16][C:3]=12, predict the reactants needed to synthesize it. The reactants are: [I:1][C:2]1[C:7]([C:8](OCC)=[O:9])=[C:6]([CH3:13])[N:5]=[C:4]2[N:14]([CH3:17])[CH:15]=[CH:16][C:3]=12.CC(C[AlH]CC(C)C)C.O.[OH-].[Na+].